Predict the product of the given reaction. From a dataset of Forward reaction prediction with 1.9M reactions from USPTO patents (1976-2016). (1) Given the reactants [Br:1][C:2]1[CH:3]=[C:4]([CH:8]=[CH:9][N:10]=1)[C:5]([OH:7])=[O:6].S(Cl)([Cl:13])=O.[CH3:15]O, predict the reaction product. The product is: [ClH:13].[Br:1][C:2]1[CH:3]=[C:4]([CH:8]=[CH:9][N:10]=1)[C:5]([O:7][CH3:15])=[O:6]. (2) Given the reactants [C:1](Cl)(=[O:4])[CH:2]=[CH2:3].[CH:6]1([OH:11])[CH2:10][CH2:9][CH2:8][CH2:7]1.C(N(CC)CC)C, predict the reaction product. The product is: [C:1]([O:11][CH:6]1[CH2:10][CH2:9][CH2:8][CH2:7]1)(=[O:4])[CH:2]=[CH2:3]. (3) Given the reactants C(O)(C(F)(F)F)=O.C(OC([NH:15][C:16]1[S:20][C:19]([C:21]2[C:26]([F:27])=[CH:25][CH:24]=[CH:23][C:22]=2[F:28])=[N:18][C:17]=1[C:29]([NH:31][C:32]1[C:33]([N:41]2[CH2:46][CH2:45][CH2:44][C@H:43]([NH:47]C(=O)OC(C)(C)C)[CH2:42]2)=[C:34]2[CH2:40][CH2:39][O:38][C:35]2=[N:36][CH:37]=1)=[O:30])=O)(C)(C)C, predict the reaction product. The product is: [NH2:15][C:16]1[S:20][C:19]([C:21]2[C:22]([F:28])=[CH:23][CH:24]=[CH:25][C:26]=2[F:27])=[N:18][C:17]=1[C:29]([NH:31][C:32]1[C:33]([N:41]2[CH2:46][CH2:45][CH2:44][C@H:43]([NH2:47])[CH2:42]2)=[C:34]2[CH2:40][CH2:39][O:38][C:35]2=[N:36][CH:37]=1)=[O:30]. (4) Given the reactants [Cl-].[CH2:2]([NH+:9]1[CH2:13][CH:12]([S:14]([C:16]2[CH:21]=[CH:20][CH:19]=[CH:18][CH:17]=2)=[O:15])[C:11]([C:26]2[CH:31]=[C:30]([Cl:32])[CH:29]=[C:28]([Cl:33])[CH:27]=2)([C:22]([F:25])([F:24])[F:23])[CH2:10]1)[C:3]1[CH:8]=[CH:7][CH:6]=[CH:5][CH:4]=1.C(OCC)(=O)C, predict the reaction product. The product is: [CH2:2]([N:9]1[CH2:13][CH:12]([S:14]([C:16]2[CH:17]=[CH:18][CH:19]=[CH:20][CH:21]=2)=[O:15])[C:11]([C:26]2[CH:31]=[C:30]([Cl:32])[CH:29]=[C:28]([Cl:33])[CH:27]=2)([C:22]([F:23])([F:24])[F:25])[CH2:10]1)[C:3]1[CH:8]=[CH:7][CH:6]=[CH:5][CH:4]=1. (5) Given the reactants [CH3:1][CH:2]1[CH2:6][CH2:5][CH2:4][N:3]1[C:7]1[N:12]=[C:11]([NH:13][C:14]2[C:15]3[N:16]([CH:30]=[CH:31][N:32]=3)[N:17]=[C:18]([C:20]3[CH:21]=[C:22]([CH:27]=[CH:28][CH:29]=3)[C:23]([O:25]C)=[O:24])[CH:19]=2)[CH:10]=[CH:9][CH:8]=1.[OH-].[Na+], predict the reaction product. The product is: [CH3:1][CH:2]1[CH2:6][CH2:5][CH2:4][N:3]1[C:7]1[N:12]=[C:11]([NH:13][C:14]2[C:15]3[N:16]([CH:30]=[CH:31][N:32]=3)[N:17]=[C:18]([C:20]3[CH:21]=[C:22]([CH:27]=[CH:28][CH:29]=3)[C:23]([OH:25])=[O:24])[CH:19]=2)[CH:10]=[CH:9][CH:8]=1. (6) Given the reactants [F:1][C:2]([CH3:9])([CH3:8])[CH2:3][C@@H:4]([CH2:6][OH:7])[NH2:5].CC(=C)C[C@H]1C[O:16][C:15](=O)N1.C1C=CN=CC=1.F, predict the reaction product. The product is: [F:1][C:2]([CH3:9])([CH3:8])[CH2:3][C@H:4]1[CH2:6][O:7][C:15](=[O:16])[NH:5]1. (7) Given the reactants [Si]([O:18][CH:19]1[CH2:22][N:21]([C:23]2[S:24][CH:25]=[C:26]([C:28](=[O:47])[N:29]([CH3:46])[CH2:30][CH2:31][NH:32][C:33]([O:35][CH2:36][C:37]3[CH:42]=[CH:41][C:40]([N+:43]([O-:45])=[O:44])=[CH:39][CH:38]=3)=[O:34])[N:27]=2)[CH2:20]1)(C(C)(C)C)(C1C=CC=CC=1)C1C=CC=CC=1.C(O)(=O)C.[F-].C([N+](CCCC)(CCCC)CCCC)CCC, predict the reaction product. The product is: [OH:18][CH:19]1[CH2:22][N:21]([C:23]2[S:24][CH:25]=[C:26]([C:28](=[O:47])[N:29]([CH3:46])[CH2:30][CH2:31][NH:32][C:33]([O:35][CH2:36][C:37]3[CH:42]=[CH:41][C:40]([N+:43]([O-:45])=[O:44])=[CH:39][CH:38]=3)=[O:34])[N:27]=2)[CH2:20]1.